From a dataset of Catalyst prediction with 721,799 reactions and 888 catalyst types from USPTO. Predict which catalyst facilitates the given reaction. (1) Reactant: [F:1][C:2]1[CH:3]=[CH:4][C:5]2[N:6]([CH:8]=[C:9]([C:11]([NH:13][C@H:14]3[CH2:19][CH2:18][C@@H:17]([N:20]4[C:25](=[O:26])[C:24]5[CH:27]=[C:28]([F:31])[CH:29]=[N:30][C:23]=5[N:22]([C:32]5[CH:33]=[C:34]([C:38]6[CH:43]=[CH:42][C:41](C=O)=[CH:40][CH:39]=6)[CH:35]=[CH:36][CH:37]=5)[C:21]4=[O:46])[CH2:16][CH2:15]3)=[O:12])[N:10]=2)[CH:7]=1.[C:47]([NH:54][CH2:55][CH2:56][NH:57][CH3:58])([O:49][C:50]([CH3:53])([CH3:52])[CH3:51])=[O:48].[C:59](O[BH-](OC(=O)C)OC(=O)C)(=O)C.[Na+]. Product: [C:50]([O:49][C:47](=[O:48])[N:54]([CH2:55][CH2:56][NH:57][CH2:58][C:41]1[CH:40]=[CH:39][C:38]([C:34]2[CH:35]=[CH:36][CH:37]=[C:32]([N:22]3[C:23]4[N:30]=[CH:29][C:28]([F:31])=[CH:27][C:24]=4[C:25](=[O:26])[N:20]([C@H:17]4[CH2:16][CH2:15][C@@H:14]([NH:13][C:11]([C:9]5[N:10]=[C:5]6[CH:4]=[CH:3][C:2]([F:1])=[CH:7][N:6]6[CH:8]=5)=[O:12])[CH2:19][CH2:18]4)[C:21]3=[O:46])[CH:33]=2)=[CH:43][CH:42]=1)[CH3:59])([CH3:51])([CH3:52])[CH3:53]. The catalyst class is: 417. (2) Reactant: [N:1]1([CH2:6][CH2:7][NH:8][C:9]2[N:14]=[C:13]([C:15]3[S:19][C:18]4[C:20]([C:24]5[CH:29]=[C:28]([F:30])[CH:27]=[CH:26][C:25]=5[C:31]([NH:34]C=O)([CH3:33])[CH3:32])=[CH:21][CH:22]=[CH:23][C:17]=4[CH:16]=3)[C:12]([F:37])=[CH:11][N:10]=2)[CH:5]=[CH:4][N:3]=[N:2]1.[OH-].[Na+]. Product: [N:1]1([CH2:6][CH2:7][NH:8][C:9]2[N:14]=[C:13]([C:15]3[S:19][C:18]4[C:20]([C:24]5[CH:29]=[C:28]([F:30])[CH:27]=[CH:26][C:25]=5[C:31]([NH2:34])([CH3:33])[CH3:32])=[CH:21][CH:22]=[CH:23][C:17]=4[CH:16]=3)[C:12]([F:37])=[CH:11][N:10]=2)[CH:5]=[CH:4][N:3]=[N:2]1. The catalyst class is: 8. (3) Reactant: [Cl:1][C:2]1[C:11]2[C:6](=[CH:7][CH:8]=[CH:9][CH:10]=2)[N:5]=[CH:4][C:3]=1[NH2:12].[Cl:13][CH2:14][CH2:15][C:16](Cl)=[O:17]. Product: [Cl:13][CH2:14][CH2:15][C:16]([NH:12][C:3]1[CH:4]=[N:5][C:6]2[C:11]([C:2]=1[Cl:1])=[CH:10][CH:9]=[CH:8][CH:7]=2)=[O:17]. The catalyst class is: 417. (4) Reactant: [Cl:1][C:2]1[S:6][C:5]([C:7]([N:9](C(CC(C)(C)C)(C)C)[CH2:10][C@@H:11]2[O:15][C:14](=[O:16])[N:13]([C:17]3[CH:22]=[CH:21][C:20]([N:23]4[CH2:28][CH2:27][O:26][CH2:25][C:24]4=[O:29])=[CH:19][CH:18]=3)[CH2:12]2)=[O:8])=[CH:4][CH:3]=1.Cl. Product: [Cl:1][C:2]1[S:6][C:5]([C:7]([NH:9][CH2:10][C@@H:11]2[O:15][C:14](=[O:16])[N:13]([C:17]3[CH:18]=[CH:19][C:20]([N:23]4[CH2:28][CH2:27][O:26][CH2:25][C:24]4=[O:29])=[CH:21][CH:22]=3)[CH2:12]2)=[O:8])=[CH:4][CH:3]=1. The catalyst class is: 1. (5) Reactant: [Br:1][C:2]1[CH:7]=[CH:6][C:5]([C:8](=[N:22][O:23][CH2:24][CH3:25])[CH:9]2[CH2:14][CH2:13][N:12]([C:15]3([CH3:21])[CH2:20][CH2:19][NH:18][CH2:17][CH2:16]3)[CH2:11][CH2:10]2)=[CH:4][CH:3]=1.[N:26]1[C:35]2[C:30](=[CH:31][N:32]=[CH:33][CH:34]=2)[CH:29]=[CH:28][C:27]=1[C:36](O)=[O:37].CCN(CC)CC.CN(C(ON1N=NC2C=CC=NC1=2)=[N+](C)C)C.F[P-](F)(F)(F)(F)F. Product: [Br:1][C:2]1[CH:7]=[CH:6][C:5]([C:8](=[N:22][O:23][CH2:24][CH3:25])[CH:9]2[CH2:10][CH2:11][N:12]([C:15]3([CH3:21])[CH2:20][CH2:19][N:18]([C:36]([C:27]4[CH:28]=[CH:29][C:30]5[C:35](=[CH:34][CH:33]=[N:32][CH:31]=5)[N:26]=4)=[O:37])[CH2:17][CH2:16]3)[CH2:13][CH2:14]2)=[CH:4][CH:3]=1. The catalyst class is: 3. (6) Reactant: [NH2:1][C:2]1[S:3][CH:4]=[C:5]([C:7]2[CH:12]=[CH:11][C:10]([Cl:13])=[CH:9][CH:8]=2)[N:6]=1.[C:14]1([C:20]2[O:24][N:23]=[CH:22][C:21]=2[CH2:25][CH2:26][C:27](O)=[O:28])[CH:19]=[CH:18][CH:17]=[CH:16][CH:15]=1.O.ON1C2C=CC=CC=2N=N1.Cl.C(N=C=NCCCN(C)C)C. Product: [Cl:13][C:10]1[CH:9]=[CH:8][C:7]([C:5]2[N:6]=[C:2]([NH:1][C:27](=[O:28])[CH2:26][CH2:25][C:21]3[CH:22]=[N:23][O:24][C:20]=3[C:14]3[CH:15]=[CH:16][CH:17]=[CH:18][CH:19]=3)[S:3][CH:4]=2)=[CH:12][CH:11]=1. The catalyst class is: 145. (7) Reactant: Cl.[N:2]1[CH:7]=[CH:6][CH:5]=[C:4]([CH2:8][C:9]([OH:11])=O)[CH:3]=1.[P:12]([OH:15])([OH:14])[OH:13].N1C=CC=C(CC(O)=O)C=1.[OH:26][PH:27]([OH:29])=[O:28].P(Cl)(Cl)(Cl)=O. Product: [CH:6]1[CH:7]=[N:2][CH:3]=[C:4]([CH2:8][C:9]([P:27]([OH:29])([OH:28])=[O:26])([P:12]([OH:15])([OH:14])=[O:13])[OH:11])[CH:5]=1. The catalyst class is: 226. (8) Reactant: [NH2:1][C:2]1[C:6]2[C:7]([Cl:23])=[N:8][C:9]([NH:11][C:12]([NH:14][C@@H:15]([C:17]3[CH:22]=[CH:21][CH:20]=[CH:19][CH:18]=3)[CH3:16])=[O:13])=[CH:10][C:5]=2[NH:4][N:3]=1.[CH:24](=O)[CH3:25].C([BH3-])#N.[Na+].Cl. Product: [Cl:23][C:7]1[C:6]2[C:2]([NH:1][CH2:24][CH3:25])=[N:3][NH:4][C:5]=2[CH:10]=[C:9]([NH:11][C:12]([NH:14][C@@H:15]([C:17]2[CH:22]=[CH:21][CH:20]=[CH:19][CH:18]=2)[CH3:16])=[O:13])[N:8]=1. The catalyst class is: 5. (9) Reactant: [Br:1][C:2]1[C:3]([CH3:21])=[C:4]([N:8]2[C:17](=[O:18])[C:16]3[C:11](=[C:12]([CH3:19])[CH:13]=[CH:14][CH:15]=3)[NH:10][C:9]2=[O:20])[CH:5]=[CH:6][CH:7]=1.[C:22]([O-])([O-])=O.[Cs+].[Cs+].IC. Product: [Br:1][C:2]1[C:3]([CH3:21])=[C:4]([N:8]2[C:17](=[O:18])[C:16]3[C:11](=[C:12]([CH3:19])[CH:13]=[CH:14][CH:15]=3)[N:10]([CH3:22])[C:9]2=[O:20])[CH:5]=[CH:6][CH:7]=1. The catalyst class is: 31. (10) Reactant: [CH3:1][C@H:2]1[CH2:11][NH:10][C:9]2[C:4](=[CH:5][CH:6]=[CH:7][CH:8]=2)[NH:3]1.[C:12](O[C:12]([O:14][C:15]([CH3:18])([CH3:17])[CH3:16])=[O:13])([O:14][C:15]([CH3:18])([CH3:17])[CH3:16])=[O:13]. Product: [CH3:1][C@@H:2]1[NH:3][C:4]2[C:9](=[CH:8][CH:7]=[CH:6][CH:5]=2)[N:10]([C:12]([O:14][C:15]([CH3:18])([CH3:17])[CH3:16])=[O:13])[CH2:11]1. The catalyst class is: 4.